Predict the reactants needed to synthesize the given product. From a dataset of Full USPTO retrosynthesis dataset with 1.9M reactions from patents (1976-2016). (1) The reactants are: Cl[C:2]1[N:11]=[C:10]([NH:12][CH2:13][CH:14]([C:21]2[CH:26]=[CH:25][CH:24]=[CH:23][CH:22]=2)[C:15]2[CH:20]=[CH:19][CH:18]=[CH:17][CH:16]=2)[C:9]2[C:4](=[CH:5][CH:6]=[CH:7][CH:8]=2)[N:3]=1.CC1(C)C(C)(C)OB([C:35]2[C:43]3[C:38](=[N:39][CH:40]=[CH:41][CH:42]=3)[N:37]([C:44]([O:46][C:47]([CH3:50])([CH3:49])[CH3:48])=[O:45])[CH:36]=2)O1.C(NC1C2C(=CC=CC=2)N=C(C2SC3C=CC=CC=3C=2)N=1)(C1C=CC=CC=1)C1C=CC=CC=1. Given the product [C:15]1([CH:14]([C:21]2[CH:26]=[CH:25][CH:24]=[CH:23][CH:22]=2)[CH2:13][NH:12][C:10]2[C:9]3[C:4](=[CH:5][CH:6]=[CH:7][CH:8]=3)[N:3]=[C:2]([C:35]3[C:43]4[C:38](=[N:39][CH:40]=[CH:41][CH:42]=4)[N:37]([C:44]([O:46][C:47]([CH3:50])([CH3:49])[CH3:48])=[O:45])[CH:36]=3)[N:11]=2)[CH:20]=[CH:19][CH:18]=[CH:17][CH:16]=1, predict the reactants needed to synthesize it. (2) Given the product [O:29]=[C:22]([C:23]1[CH:24]=[N:25][CH:26]=[CH:27][CH:28]=1)[CH:6]([C:3]1[CH:4]=[CH:5][S:1][CH:2]=1)[C:7]([O:9][CH2:10][CH3:11])=[O:8], predict the reactants needed to synthesize it. The reactants are: [S:1]1[CH:5]=[CH:4][C:3]([CH2:6][C:7]([O:9][CH2:10][CH3:11])=[O:8])=[CH:2]1.[Li+].C[Si]([N-][Si](C)(C)C)(C)C.[C:22](Cl)(=[O:29])[C:23]1[CH:28]=[CH:27][CH:26]=[N:25][CH:24]=1. (3) Given the product [CH:30]([C:5]1[S:1][C:2]([NH:6][S:24]([C:21]2[CH:22]=[CH:23][C:18]([C:12]3([CH2:11][NH:10][C:7](=[O:9])[CH3:8])[CH2:17][CH2:16][CH2:15][CH2:14][CH2:13]3)=[CH:19][CH:20]=2)(=[O:26])=[O:25])=[N:3][N:4]=1)([CH3:31])[CH3:29], predict the reactants needed to synthesize it. The reactants are: [S:1]1[CH:5]=[N:4][N:3]=[C:2]1[NH2:6].[C:7]([NH:10][CH2:11][C:12]1([C:18]2[CH:23]=[CH:22][C:21]([S:24](Cl)(=[O:26])=[O:25])=[CH:20][CH:19]=2)[CH2:17][CH2:16][CH2:15][CH2:14][CH2:13]1)(=[O:9])[CH3:8].N1C=C[CH:31]=[CH:30][CH:29]=1. (4) The reactants are: [CH3:1][N:2]([C:11](=[O:36])[C:12]1[CH:17]=[C:16]([CH2:18][C:19]2[C:20](=[O:31])[C:21]([O:29][CH3:30])=[C:22]([O:27][CH3:28])[C:23](=[O:26])[C:24]=2[CH3:25])[CH:15]=[CH:14][C:13]=1[O:32]C(=O)C)[C:3]1[CH:8]=[CH:7][C:6]([O:9][CH3:10])=[CH:5][CH:4]=1.C(=O)([O-])O.[Na+]. Given the product [CH3:1][N:2]([C:11](=[O:36])[C:12]1[CH:17]=[C:16]([CH2:18][C:19]2[C:20](=[O:31])[C:21]([O:29][CH3:30])=[C:22]([O:27][CH3:28])[C:23](=[O:26])[C:24]=2[CH3:25])[CH:15]=[CH:14][C:13]=1[OH:32])[C:3]1[CH:8]=[CH:7][C:6]([O:9][CH3:10])=[CH:5][CH:4]=1, predict the reactants needed to synthesize it.